From a dataset of Forward reaction prediction with 1.9M reactions from USPTO patents (1976-2016). Predict the product of the given reaction. (1) Given the reactants [CH3:1][C:2]1[CH:3]=[C:4]([CH:21]=[CH:22][C:23]=1[N+:24]([O-])=O)[CH2:5][N:6]1[CH:10]=[C:9]([C:11](=[O:16])[C:12]([F:15])([F:14])[F:13])[C:8]([C:17]([F:20])([F:19])[F:18])=[N:7]1.C([O-])(=O)C.[NH4+].CC(C)=O, predict the reaction product. The product is: [F:15][C:12]([F:13])([F:14])[C:11]([C:9]1[C:8]([C:17]([F:20])([F:18])[F:19])=[N:7][N:6]([CH2:5][C:4]2[CH:21]=[CH:22][C:23]([NH2:24])=[C:2]([CH3:1])[CH:3]=2)[CH:10]=1)=[O:16]. (2) Given the reactants [CH2:1]([O:5][C:6](=[O:34])[CH2:7][CH:8]1[C:17]2[C:12](=[C:13]([CH3:26])[C:14](OS(C(F)(F)F)(=O)=O)=[CH:15][CH:16]=2)[CH2:11][CH2:10][N:9]1[C:27]([O:29][C:30]([CH3:33])([CH3:32])[CH3:31])=[O:28])[CH2:2][CH2:3][CH3:4].[CH3:35][N:36](C)C=O, predict the reaction product. The product is: [CH2:1]([O:5][C:6](=[O:34])[CH2:7][CH:8]1[C:17]2[C:12](=[C:13]([CH3:26])[C:14]([C:35]#[N:36])=[CH:15][CH:16]=2)[CH2:11][CH2:10][N:9]1[C:27]([O:29][C:30]([CH3:32])([CH3:33])[CH3:31])=[O:28])[CH2:2][CH2:3][CH3:4]. (3) Given the reactants [CH2:1]([O:8][N:9]1[C:15](=[O:16])[N:14]2[CH2:17][C@H:10]1[CH2:11][CH2:12][C@H:13]2[C:18]([OH:20])=O)[C:2]1[CH:7]=[CH:6][CH:5]=[CH:4][CH:3]=1.[NH:21]([C:23]([C@@H:25]1[CH2:29][CH2:28][CH2:27][N:26]1[C:30]([O:32][C:33]([CH3:36])([CH3:35])[CH3:34])=[O:31])=[O:24])[NH2:22], predict the reaction product. The product is: [CH2:1]([O:8][N:9]1[C:15](=[O:16])[N:14]2[CH2:17][C@H:10]1[CH2:11][CH2:12][C@H:13]2[C:18]([NH:22][NH:21][C:23]([C@@H:25]1[CH2:29][CH2:28][CH2:27][N:26]1[C:30]([O:32][C:33]([CH3:36])([CH3:35])[CH3:34])=[O:31])=[O:24])=[O:20])[C:2]1[CH:3]=[CH:4][CH:5]=[CH:6][CH:7]=1. (4) The product is: [CH2:34]([NH:41][C:2]1[N:7]=[C:6]([NH:8][C:9]2[CH:14]=[CH:13][C:12]([O:15][CH:16]([CH3:17])[CH3:18])=[C:11]([F:19])[CH:10]=2)[N:5]([CH2:20][C:21]2[CH:26]=[CH:25][C:24]([Cl:27])=[CH:23][CH:22]=2)[C:4](=[O:28])[N:3]=1)[C:35]1[CH:40]=[CH:39][CH:38]=[CH:37][CH:36]=1. Given the reactants Cl[C:2]1[N:7]=[C:6]([NH:8][C:9]2[CH:14]=[CH:13][C:12]([O:15][CH:16]([CH3:18])[CH3:17])=[C:11]([F:19])[CH:10]=2)[N:5]([CH2:20][C:21]2[CH:26]=[CH:25][C:24]([Cl:27])=[CH:23][CH:22]=2)[C:4](=[O:28])[N:3]=1.C1COCC1.[CH2:34]([NH2:41])[C:35]1[CH:40]=[CH:39][CH:38]=[CH:37][CH:36]=1.O, predict the reaction product. (5) Given the reactants [Br:1][CH2:2][C:3]1[C:8]([C:9]2[C:14]([CH2:15][Br:16])=[CH:13][C:12]([O:17]C)=[CH:11][C:10]=2[O:19]C)=[C:7]([O:21]C)[CH:6]=[C:5]([O:23]C)[CH:4]=1.B(Br)(Br)Br, predict the reaction product. The product is: [Br:1][CH2:2][C:3]1[CH:4]=[C:5]([OH:23])[CH:6]=[C:7]([OH:21])[C:8]=1[C:9]1[C:10]([OH:19])=[CH:11][C:12]([OH:17])=[CH:13][C:14]=1[CH2:15][Br:16].